From a dataset of Experimentally validated miRNA-target interactions with 360,000+ pairs, plus equal number of negative samples. Binary Classification. Given a miRNA mature sequence and a target amino acid sequence, predict their likelihood of interaction. (1) The miRNA is mmu-miR-1929-5p with sequence UUCUAGGACUUUAUAGAGCAGAG. The protein sequence of the target gene is MGRLGYWTLLVLPALLVWRDPAQNAAAEKGPPALNIAVLLGHSHDVTERELRNLWGPEQATGLPLDVNVVALLMNRTDPKSLITHVCDLMSGARIHGLVFGDDTDQEAVAQMLDFISSQTFIPILGIHGGASMIMADKDPTSTFFQFGASIQQQATVMLKIMQDYDWHVFSLVTTIFPGYRDFISFIKTTVDNSFVGWDMQNVITLDTSFEDAKTQVQLKKIHSSVILLYCSKDEAVLILSEARSLGLTGYDFFWIVPSLVSGNTELIPKEFPSGLISVSYDDWDYSLEARVRDGLGILT.... Result: 0 (no interaction). (2) The miRNA is hsa-miR-1199-5p with sequence CCUGAGCCCGGGCCGCGCAG. The protein sequence of the target gene is MPADVNLSQKPQVLGPEKQDGSCEASVSFEDVTVDFSREEWQQLDPAQRCLYRDVMLELYSHLFAVGYHIPNPEVIFRMLKEKEPRVEEAEVSHQRCQEREFGLEIPQKEISKKASFQKDMVGEFTRDGSWCSILEELRLDADRTKKDEQNQIQPMSHSAFFNKKTLNTESNCEYKDPGKMIRTRPHLASSQKQPQKCCLFTESLKLNLEVNGQNESNDTEQLDDVVGSGQLFSHSSSDACSKNIHTGETFCKGNQCRKVCGHKQSLKQHQIHTQKKPDGCSECGGSFTQKSHLFAQQRI.... Result: 1 (interaction). (3) The miRNA is hsa-miR-1298-5p with sequence UUCAUUCGGCUGUCCAGAUGUA. The protein sequence of the target gene is MLGPHLPPPPLAPSEGRPTPCAFQIPDGSYRCLALEAEESSGEEGLQGEVGPTDLEEDEGVSRSGDDSACRVTQGTPQLPKALGIQPPSCSREEQGASQHDDRASQDWDVVKAGQMMTASPSPGPGPRVAQKPALGRSTSLTEKDLKEAKARSQQIAAQLTTPPSSNSRGVQLFNRRRQRVNEFTLESHGQRGQKPSQESLRVLPSSLPGHAPGLSLSSTSLPEPGPPRHPSPQSPDRGVPGHSMEGYSEEASLLRHLEKVASEEEEVPLVVYLKENAALLTANGLHLSQNREAQQSSPA.... Result: 1 (interaction). (4) The miRNA is mmu-let-7b-5p with sequence UGAGGUAGUAGGUUGUGUGGUU. The protein sequence of the target gene is MPKPINVRVTTMDAELEFAIQPNTTGKQLFDQVVKTVGLREVWFFGLQYVDSKGYSTWLKLNKKVTQQDVKKENPLQFKFRAKFFPEDVSEELIQEITQRLFFLQVKEAILNDEIYCPPETAVLLASYAVQAKYGDYNKEIHKPGYLANDRLLPQRVLEQHKLTKEQWEERIQNWHEEHRGMLREDSMMEYLKIAQDLEMYGVNYFEIKNKKGTELWLGVDALGLNIYEHDDKLTPKIGFPWSEIRNISFNDKKFVIKPIDKKAPDFVFYAPRLRINKRILALCMGNHELYMRRRKPDTI.... Result: 1 (interaction). (5) The miRNA is hsa-miR-199a-5p with sequence CCCAGUGUUCAGACUACCUGUUC. The protein sequence of the target gene is MAPACLLAPLLLLLLGGFPLVPGESIRETEVIDPQDLLEGRYFSGALPDDEDAGGSDDFELSGSGDLDDTEEPRPFPEVIEPLVPLDNHIPENAQPGIRVPSEPKELEENEVIPKRAPSDVGDDMSNKVSMSSTAQGSNIFERTEVLAALIVGGVVGILFAVFLILLLVYRMKKKDEGSYDLGKKPIYKKAPTNEFYA. Result: 0 (no interaction). (6) Result: 1 (interaction). The miRNA is hsa-miR-362-3p with sequence AACACACCUAUUCAAGGAUUCA. The protein sequence of the target gene is MEGAKPTLQLVYQAVQALYHDPDPSGKERASFWLGELQRSVHAWEISDQLLQIRQDVESCYFAAQTMKMKIQTSFYELPTDSHASLRDSLLTHIQNLKDLSPVIVTQLALAIADLALQMPSWKGCVQTLVEKYSNDVTSLPFLLEILTVLPEEVHSRSLRIGANRRTEIIEDLAFYSSTVVSLLMTCVEKAGTDEKMLMKVFRCLGSWFNLGVLDSNFMANNKLLALLFEVLQQDKTSSNLHEAASDCVCSALYAIENVETNLPLAMQLFQGVLTLETAYHMAVAREDLDKVLNYCRIFT.... (7) Result: 1 (interaction). The miRNA is hsa-miR-382-5p with sequence GAAGUUGUUCGUGGUGGAUUCG. The protein sequence of the target gene is MAEERVATRTQFPVSTESQKPRQKKAPEFPILEKQNWLIHLHYIRKDYEACKAVIKEQLQETQGLCEYAIYVQALIFRLEGNIQESLELFQTCAVLSPQSADNLKQVARSLFLLGKHKAAIEVYNEAAKLNQKDWEISHNLGVCYIYLKQFNKAQDQLHNALNLNRHDLTYIMLGKIHLLEGDLDKAIEVYKKAVEFSPENTELLTTLGLLYLQLGIYQKAFEHLGNALTYDPTNYKAILAAGSMMQTHGDFDVALTKYRVVACAVPESPPLWNNIGMCFFGKKKYVAAISCLKRANYLA....